This data is from Full USPTO retrosynthesis dataset with 1.9M reactions from patents (1976-2016). The task is: Predict the reactants needed to synthesize the given product. (1) Given the product [CH3:15][C:16]1[N:21]=[C:20]([S:22][CH2:2][C:3]2[CH:4]=[N:5][CH:6]=[C:7]([C:9]3[CH:10]=[N:11][CH:12]=[CH:13][CH:14]=3)[CH:8]=2)[N:19]=[C:18]([OH:23])[CH:17]=1, predict the reactants needed to synthesize it. The reactants are: Br[CH2:2][C:3]1[CH:4]=[N:5][CH:6]=[C:7]([C:9]2[CH:10]=[N:11][CH:12]=[CH:13][CH:14]=2)[CH:8]=1.[CH3:15][C:16]1[N:21]=[C:20]([SH:22])[N:19]=[C:18]([OH:23])[CH:17]=1. (2) Given the product [F:1][C:2]1[CH:10]=[C:9]([C:11]([F:14])([F:13])[F:12])[CH:8]=[CH:7][C:3]=1[C:4]([NH:38][CH2:37][CH2:36][C:32]1[CH:31]=[C:30]([CH:35]=[CH:34][CH:33]=1)[O:29][C:26]1[CH:27]=[CH:28][C:23]([O:22][C:19]([CH3:21])([CH3:20])[C:18]([OH:40])=[O:17])=[C:24]([CH3:39])[CH:25]=1)=[O:6], predict the reactants needed to synthesize it. The reactants are: [F:1][C:2]1[CH:10]=[C:9]([C:11]([F:14])([F:13])[F:12])[CH:8]=[CH:7][C:3]=1[C:4]([OH:6])=O.C([O:17][C:18](=[O:40])[C:19]([O:22][C:23]1[CH:28]=[CH:27][C:26]([O:29][C:30]2[CH:35]=[CH:34][CH:33]=[C:32]([CH2:36][CH2:37][NH2:38])[CH:31]=2)=[CH:25][C:24]=1[CH3:39])([CH3:21])[CH3:20])C. (3) Given the product [N:29]1([CH2:35][CH2:36][NH:37][C:4](=[O:28])[C:5]([NH:7][C:8]2[CH:13]=[CH:12][C:11]([C:14](=[O:27])[CH:15]=[CH:16][C:17]3[CH:26]=[N:25][C:24]4[C:19](=[CH:20][CH:21]=[CH:22][CH:23]=4)[N:18]=3)=[CH:10][CH:9]=2)=[O:6])[CH2:34][CH2:33][O:32][CH2:31][CH2:30]1, predict the reactants needed to synthesize it. The reactants are: C(O[C:4](=[O:28])[C:5]([NH:7][C:8]1[CH:13]=[CH:12][C:11]([C:14](=[O:27])[CH:15]=[CH:16][C:17]2[CH:26]=[N:25][C:24]3[C:19](=[CH:20][CH:21]=[CH:22][CH:23]=3)[N:18]=2)=[CH:10][CH:9]=1)=[O:6])C.[N:29]1([CH2:35][CH2:36][NH2:37])[CH2:34][CH2:33][O:32][CH2:31][CH2:30]1. (4) The reactants are: Cl[C:2]1[N:7]=[CH:6][N:5]=[C:4]([NH2:8])[C:3]=1[C:9]1[N:13]=[CH:12][N:11]([CH3:14])[N:10]=1.[NH2:15][C@H:16]([C:19]1[N:28]([CH:29]2[CH2:31][CH2:30]2)[C:27](=[O:32])[C:26]2[C:21](=[CH:22][CH:23]=[CH:24][C:25]=2[F:33])[N:20]=1)[CH2:17][CH3:18].CCN(C(C)C)C(C)C.C(Cl)Cl.CO. Given the product [NH2:8][C:4]1[N:5]=[CH:6][N:7]=[C:2]([NH:15][C@H:16]([C:19]2[N:28]([CH:29]3[CH2:30][CH2:31]3)[C:27](=[O:32])[C:26]3[C:21](=[CH:22][CH:23]=[CH:24][C:25]=3[F:33])[N:20]=2)[CH2:17][CH3:18])[C:3]=1[C:9]1[N:13]=[CH:12][N:11]([CH3:14])[N:10]=1, predict the reactants needed to synthesize it. (5) Given the product [CH3:50][C:45]([CH3:51])([CH2:44][C:42]1[O:43][C:39]([C:36]2[CH:35]=[CH:34][C:33]([NH:32][C:53]([NH:52][C:55]3[CH:56]=[CH:57][C:58]([C:61]([F:62])([F:63])[F:64])=[CH:59][CH:60]=3)=[O:54])=[CH:38][CH:37]=2)=[CH:40][N:41]=1)[C:46]([O:48][CH3:49])=[O:47], predict the reactants needed to synthesize it. The reactants are: FC(F)(F)C1C=C(NC(=O)NC2C=CC(C3SC(CCC(OC)=O)=NC=3)=CC=2)C=CC=1.[NH2:32][C:33]1[CH:38]=[CH:37][C:36]([C:39]2[O:43][C:42]([CH2:44][C:45]([CH3:51])([CH3:50])[C:46]([O:48][CH3:49])=[O:47])=[N:41][CH:40]=2)=[CH:35][CH:34]=1.[N:52]([C:55]1[CH:60]=[CH:59][C:58]([C:61]([F:64])([F:63])[F:62])=[CH:57][CH:56]=1)=[C:53]=[O:54]. (6) Given the product [Cl:32][C:28]1[CH:27]=[C:26]([C:24]([NH:23][C:19]2[CH:18]=[C:17]([CH:22]=[CH:21][CH:20]=2)[CH2:16][NH:15][C:10]2[C:9]3[C:14](=[C:5]([C:3]([NH2:43])=[O:2])[CH:6]=[CH:7][CH:8]=3)[N:13]=[CH:12][N:11]=2)=[O:25])[CH:31]=[CH:30][N:29]=1, predict the reactants needed to synthesize it. The reactants are: C[O:2][C:3]([C:5]1[CH:6]=[CH:7][CH:8]=[C:9]2[C:14]=1[N:13]=[CH:12][N:11]=[C:10]2[NH:15][CH2:16][C:17]1[CH:22]=[CH:21][CH:20]=[C:19]([NH:23][C:24]([C:26]2[CH:31]=[CH:30][N:29]=[C:28]([Cl:32])[CH:27]=2)=[O:25])[CH:18]=1)=O.C1COCC1.CC(O)C.[OH-].[NH4+:43]. (7) Given the product [OH:27][C:24]1([C:2]2[CH:7]=[CH:6][C:5]([NH:8][C:9](=[O:15])[O:10][CH2:11][CH:12]([CH3:14])[CH3:13])=[CH:4][CH:3]=2)[CH2:25][CH2:26][S:21][CH2:22][CH2:23]1, predict the reactants needed to synthesize it. The reactants are: Br[C:2]1[CH:7]=[CH:6][C:5]([NH:8][C:9](=[O:15])[O:10][CH2:11][CH:12]([CH3:14])[CH3:13])=[CH:4][CH:3]=1.C([Li])CCC.[S:21]1[CH2:26][CH2:25][C:24](=[O:27])[CH2:23][CH2:22]1.